Predict the reactants needed to synthesize the given product. From a dataset of Full USPTO retrosynthesis dataset with 1.9M reactions from patents (1976-2016). (1) The reactants are: [Br:1][C:2]1[CH:7]=[CH:6][CH:5]=[CH:4][C:3]=1[N:8]1[CH:12]=[N:11][N:10]=[C:9]1[C:13]1[CH:14]=[CH:15][C:16]([C:19]2[CH:24]=[CH:23][CH:22]=[CH:21][CH:20]=2)=[N:17][CH:18]=1.C1C(=O)N([Br:32])C(=O)C1. Given the product [Br:32][C:12]1[N:8]([C:3]2[CH:4]=[CH:5][CH:6]=[CH:7][C:2]=2[Br:1])[C:9]([C:13]2[CH:14]=[CH:15][C:16]([C:19]3[CH:24]=[CH:23][CH:22]=[CH:21][CH:20]=3)=[N:17][CH:18]=2)=[N:10][N:11]=1, predict the reactants needed to synthesize it. (2) Given the product [ClH:45].[CH3:36][C:33]1([C:30]2[CH:29]=[CH:28][C:27]([CH2:26][CH:15]([NH:16][S:17]([C:20]3[CH:21]=[N:22][CH:23]=[CH:24][CH:25]=3)(=[O:19])=[O:18])[C:11]3[N:10]=[C:9]([NH:8][CH2:37][C:38]([OH:40])=[O:39])[CH:14]=[CH:13][CH:12]=3)=[CH:32][CH:31]=2)[CH2:35][CH2:34]1, predict the reactants needed to synthesize it. The reactants are: C(OC([N:8]([CH2:37][C:38]([O:40]C(C)(C)C)=[O:39])[C:9]1[CH:14]=[CH:13][CH:12]=[C:11]([CH:15]([CH2:26][C:27]2[CH:32]=[CH:31][C:30]([C:33]3([CH3:36])[CH2:35][CH2:34]3)=[CH:29][CH:28]=2)[NH:16][S:17]([C:20]2[CH:21]=[N:22][CH:23]=[CH:24][CH:25]=2)(=[O:19])=[O:18])[N:10]=1)=O)(C)(C)C.[ClH:45].O1CCOCC1.